This data is from Catalyst prediction with 721,799 reactions and 888 catalyst types from USPTO. The task is: Predict which catalyst facilitates the given reaction. (1) Reactant: [Si:1]([O:8][C@H:9]([C:23]1[CH:32]=[CH:31][C:30]([OH:33])=[C:29]2[C:24]=1[CH:25]=[CH:26][C:27](=[O:34])[NH:28]2)[CH2:10][NH:11][CH:12]1[CH2:17][CH2:16][N:15]([CH2:18][CH2:19][C:20]([OH:22])=O)[CH2:14][CH2:13]1)([C:4]([CH3:7])([CH3:6])[CH3:5])([CH3:3])[CH3:2].[CH2:35]([NH2:42])[C:36]1[CH:41]=[CH:40][CH:39]=[CH:38][CH:37]=1.C(N(CC)CC)C.CN(C(ON1N=NC2C=CC=NC1=2)=[N+](C)C)C.F[P-](F)(F)(F)(F)F. Product: [CH2:35]([NH:42][C:20](=[O:22])[CH2:19][CH2:18][N:15]1[CH2:14][CH2:13][CH:12]([NH:11][CH2:10][C@H:9]([O:8][Si:1]([C:4]([CH3:6])([CH3:5])[CH3:7])([CH3:3])[CH3:2])[C:23]2[CH:32]=[CH:31][C:30]([OH:33])=[C:29]3[C:24]=2[CH:25]=[CH:26][C:27](=[O:34])[NH:28]3)[CH2:17][CH2:16]1)[C:36]1[CH:41]=[CH:40][CH:39]=[CH:38][CH:37]=1. The catalyst class is: 3. (2) Reactant: Cl[C:2]1[N:3]=[N:4][CH:5]=[C:6]([C:9]2[CH:14]=[CH:13][C:12]([Cl:15])=[CH:11][CH:10]=2)[C:7]=1[Cl:8].O.[NH2:17][NH2:18]. Product: [Cl:8][C:7]1[C:6]([C:9]2[CH:14]=[CH:13][C:12]([Cl:15])=[CH:11][CH:10]=2)=[CH:5][N:4]=[N:3][C:2]=1[NH:17][NH2:18]. The catalyst class is: 619. (3) Reactant: [CH3:1][S:2](Cl)(=[O:4])=[O:3].[CH2:6]([OH:11])/[CH:7]=[CH:8]\[CH2:9][OH:10].C(N(CC)CC)C. Product: [CH3:1][S:2]([O:10][CH2:9]/[CH:8]=[CH:7]\[CH2:6][O:11][S:2]([CH3:1])(=[O:4])=[O:3])(=[O:4])=[O:3]. The catalyst class is: 13. (4) Reactant: B(Cl)([C@H]1[C@H](C)[C@@H]2C(C)(C)[C@@H](C2)C1)[C@H]1[C@H](C)[C@@H]2C(C)(C)[C@@H](C2)C1.[Br:23][C:24]1[CH:29]=[CH:28][C:27]([C:30](=[O:36])[CH2:31][CH2:32][CH2:33][CH2:34][CH3:35])=[CH:26][CH:25]=1.N(CCO)CCO.C(N(CC)CC)C. Product: [Br:23][C:24]1[CH:25]=[CH:26][C:27]([C@@H:30]([OH:36])[CH2:31][CH2:32][CH2:33][CH2:34][CH3:35])=[CH:28][CH:29]=1. The catalyst class is: 116. (5) Reactant: [CH3:1][O:2][C:3]([CH:5]1[N:16]2[CH:9]([CH2:10][CH:11]=[CH:12][CH2:13][CH:14]([NH:18][C:19]([C:21]3[C:30]4[C:25](=[CH:26][CH:27]=[CH:28][CH:29]=4)[CH:24]=[CH:23][N:22]=3)=[O:20])[C:15]2=[O:17])[CH2:8][N:7](S(C2C=CC=CC=2[N+]([O-])=O)(=O)=O)[CH2:6]1)=[O:4].SC1C=CC(O)=CC=1.C([O-])([O-])=O.[K+].[K+]. Product: [CH3:1][O:2][C:3]([CH:5]1[N:16]2[CH:9]([CH2:10][CH:11]=[CH:12][CH2:13][CH:14]([NH:18][C:19]([C:21]3[C:30]4[C:25](=[CH:26][CH:27]=[CH:28][CH:29]=4)[CH:24]=[CH:23][N:22]=3)=[O:20])[C:15]2=[O:17])[CH2:8][NH:7][CH2:6]1)=[O:4]. The catalyst class is: 31. (6) Reactant: C(N(CC)CC)C.[Cl:8][C:9]1[N:14]=[C:13]([C:15]2[CH:20]=[CH:19][CH:18]=[C:17]([O:21][CH3:22])[CH:16]=2)[C:12]([CH2:23][C:24]([OH:26])=O)=[CH:11][CH:10]=1.CS([N:31]1[C:35]2[CH:36]=[CH:37][CH:38]=[CH:39][C:34]=2[N:33]=[N:32]1)(=O)=O. Product: [Cl:8][C:9]1[N:14]=[C:13]([C:15]2[CH:20]=[CH:19][CH:18]=[C:17]([O:21][CH3:22])[CH:16]=2)[C:12]([CH2:23][C:24]([N:31]2[C:35]3[CH:36]=[CH:37][CH:38]=[CH:39][C:34]=3[N:33]=[N:32]2)=[O:26])=[CH:11][CH:10]=1. The catalyst class is: 1. (7) Reactant: [Cl:1][C:2]1[C:11]([C:12]2([C:15]#[N:16])[CH2:14][CH2:13]2)=[CH:10][CH:9]=[CH:8][C:3]=1[C:4]([O:6]C)=[O:5].[OH-].[Li+].O1CCCC1.CO. Product: [Cl:1][C:2]1[C:11]([C:12]2([C:15]#[N:16])[CH2:14][CH2:13]2)=[CH:10][CH:9]=[CH:8][C:3]=1[C:4]([OH:6])=[O:5]. The catalyst class is: 6. (8) Reactant: [F:1][C:2]1[C:7]([F:8])=[CH:6][CH:5]=[CH:4][C:3]=1[C:9]1([OH:15])[CH2:12][N:11]([CH2:13][CH3:14])[CH2:10]1.ClC1C=C(C=CC=1)C(OO)=[O:21]. Product: [F:1][C:2]1[C:7]([F:8])=[CH:6][CH:5]=[CH:4][C:3]=1[C:9]1([OH:15])[CH2:12][N+:11]([O-:21])([CH2:13][CH3:14])[CH2:10]1. The catalyst class is: 4. (9) Reactant: C[O:2][C:3]1[CH:4]=[C:5]2[C:9](=[CH:10][C:11]=1[O:12]C)[C:8](=[O:14])[O:7][CH2:6]2.B(Br)(Br)Br. Product: [OH:2][C:3]1[CH:4]=[C:5]2[C:9](=[CH:10][C:11]=1[OH:12])[C:8](=[O:14])[O:7][CH2:6]2. The catalyst class is: 2. (10) Reactant: [F:1][C:2]1[CH:7]=[C:6]([CH3:8])[CH:5]=[CH:4][C:3]=1[C:9]1[CH:14]=[C:13]([C:15]2[CH2:19][C@@H:18]([C:20]3[CH:25]=[CH:24][CH:23]=[CH:22][N:21]=3)[O:17][N:16]=2)[CH:12]=[C:11]([C:26]([OH:28])=O)[CH:10]=1.Cl.[N:30]1[N:31]=[C:32]([C@@H:35]([NH2:37])[CH3:36])[NH:33][CH:34]=1.C(Cl)CCl.C1C=NC2N(O)N=NC=2C=1.C(N(CC)CC)C. Product: [F:1][C:2]1[CH:7]=[C:6]([CH3:8])[CH:5]=[CH:4][C:3]=1[C:9]1[CH:14]=[C:13]([C:15]2[CH2:19][C@@H:18]([C:20]3[CH:25]=[CH:24][CH:23]=[CH:22][N:21]=3)[O:17][N:16]=2)[CH:12]=[C:11]([C:26]([NH:37][C@H:35]([C:32]2[NH:33][CH:34]=[N:30][N:31]=2)[CH3:36])=[O:28])[CH:10]=1. The catalyst class is: 35.